Dataset: Full USPTO retrosynthesis dataset with 1.9M reactions from patents (1976-2016). Task: Predict the reactants needed to synthesize the given product. (1) Given the product [Cl:25][C:21]1[CH:20]=[C:19]([NH:18][C:16](=[O:17])[CH2:15][NH:14][C:3]2[NH:7][N:6]=[C:5]([C:8]3[CH:9]=[N:27][CH:26]=[CH:12][CH:13]=3)[N:4]=2)[CH:24]=[CH:23][CH:22]=1, predict the reactants needed to synthesize it. The reactants are: CS[C:3]1[NH:7][N:6]=[C:5]([C:8]2[CH:13]=[CH:12]N=C[CH:9]=2)[N:4]=1.[NH2:14][CH2:15][C:16]([NH:18][C:19]1[CH:24]=[CH:23][CH:22]=[C:21]([Cl:25])[CH:20]=1)=[O:17].[CH3:26][N:27]1C(=O)CCC1. (2) Given the product [Si:1]([O:8][CH2:9][C:10]1[N:15]=[CH:14][C:13]2[N:16]=[CH:17][N:18]([C:19]3[S:23][C:22]([C:24]([O:26][CH3:27])=[O:25])=[C:21]([O:28][C@@H:36]([C:31]4[CH:32]=[CH:33][CH:34]=[CH:35][C:30]=4[F:29])[CH3:37])[CH:20]=3)[C:12]=2[CH:11]=1)([C:4]([CH3:5])([CH3:6])[CH3:7])([CH3:2])[CH3:3], predict the reactants needed to synthesize it. The reactants are: [Si:1]([O:8][CH2:9][C:10]1[N:15]=[CH:14][C:13]2[N:16]=[CH:17][N:18]([C:19]3[S:23][C:22]([C:24]([O:26][CH3:27])=[O:25])=[C:21]([OH:28])[CH:20]=3)[C:12]=2[CH:11]=1)([C:4]([CH3:7])([CH3:6])[CH3:5])([CH3:3])[CH3:2].[F:29][C:30]1[CH:35]=[CH:34][CH:33]=[CH:32][C:31]=1[C@@H:36](O)[CH3:37].C1(P(C2C=CC=CC=2)C2C=CC=CC=2)C=CC=CC=1.N(C(OC(C)(C)C)=O)=NC(OC(C)(C)C)=O. (3) Given the product [O:21]1[C:20]2[CH:24]=[CH:25][C:17]([CH:15]([N:11]3[CH2:10][CH2:9][N:8]([C:1]([O:3][C:4]([CH3:7])([CH3:6])[CH3:5])=[O:2])[CH2:13][CH2:12]3)[CH3:16])=[CH:18][C:19]=2[O:23][CH2:22]1, predict the reactants needed to synthesize it. The reactants are: [C:1]([N:8]1[CH2:13][CH2:12][NH:11][CH2:10][CH2:9]1)([O:3][C:4]([CH3:7])([CH3:6])[CH3:5])=[O:2].Cl[CH:15]([C:17]1[CH:25]=[CH:24][C:20]2[O:21][CH2:22][O:23][C:19]=2[CH:18]=1)[CH3:16].CCN(C(C)C)C(C)C. (4) The reactants are: [CH:1]([C:4]1([OH:23])[CH2:11][CH:10]2[CH:6]([CH2:7][CH:8]([NH:12][CH2:13][C:14]([N:16]3[CH2:20][CH2:19][CH2:18][CH:17]3[C:21]#[N:22])=[O:15])[CH2:9]2)[CH2:5]1)([CH3:3])[CH3:2].[ClH:24]. Given the product [ClH:24].[CH:1]([C:4]1([OH:23])[CH2:11][CH:10]2[CH:6]([CH2:7][CH:8]([NH:12][CH2:13][C:14]([N:16]3[CH2:20][CH2:19][CH2:18][CH:17]3[C:21]#[N:22])=[O:15])[CH2:9]2)[CH2:5]1)([CH3:3])[CH3:2], predict the reactants needed to synthesize it. (5) Given the product [NH2:7][CH:8]1[CH2:13][CH2:12][N:11]([CH2:14][CH2:15][N:16]2[C:25]3[C:20](=[CH:21][CH:22]=[C:23]([O:26][CH3:27])[CH:24]=3)[C:19](=[O:28])[N:18]([CH3:29])[C:17]2=[O:30])[C:10](=[O:35])[CH2:9]1, predict the reactants needed to synthesize it. The reactants are: C(OC(=O)[NH:7][CH:8]1[CH2:13][CH2:12][N:11]([CH2:14][CH2:15][N:16]2[C:25]3[C:20](=[CH:21][CH:22]=[C:23]([O:26][CH3:27])[CH:24]=3)[C:19](=[O:28])[N:18]([CH3:29])[C:17]2=[O:30])[CH2:10][CH2:9]1)(C)(C)C.FC(F)(F)C(O)=[O:35].NC1CCN(CCN2C3C=C(OC)C=CC=3COC2=O)CC1. (6) Given the product [Cl:1][C:2]1[C:7]([C:8]([NH:10][CH2:11][C:12]2[CH:17]=[CH:16][CH:15]=[C:14]([F:18])[CH:13]=2)=[O:9])=[C:6]([CH3:19])[CH:5]=[C:4]([N:21]2[CH2:26][CH2:25][S:24][CH2:23][CH2:22]2)[N:3]=1, predict the reactants needed to synthesize it. The reactants are: [Cl:1][C:2]1[C:7]([C:8]([NH:10][CH2:11][C:12]2[CH:17]=[CH:16][CH:15]=[C:14]([F:18])[CH:13]=2)=[O:9])=[C:6]([CH3:19])[CH:5]=[C:4](Cl)[N:3]=1.[NH:21]1[CH2:26][CH2:25][S:24][CH2:23][CH2:22]1.C([O-])([O-])=O.[Cs+].[Cs+]. (7) Given the product [C:2]([O:25][CH:22]1[CH2:21][CH2:20][N:19]([C:13]2[S:14][C:15]3[C:16](=[O:17])[NH:18][C:2]([CH2:3][CH2:4][C:5]([O:7][CH3:8])=[O:6])=[N:10][C:11]=3[N:12]=2)[CH2:24][CH2:23]1)(=[O:9])[CH2:3][CH2:4][C:5]([O:7][CH3:8])=[O:6], predict the reactants needed to synthesize it. The reactants are: Cl[C:2](=[O:9])[CH2:3][CH2:4][C:5]([O:7][CH3:8])=[O:6].[NH2:10][C:11]1[N:12]=[C:13]([N:19]2[CH2:24][CH2:23][CH:22]([OH:25])[CH2:21][CH2:20]2)[S:14][C:15]=1[C:16]([NH2:18])=[O:17]. (8) Given the product [Cl:44][C:30]1[C:31]([NH:33][C@@H:34]2[C@@H:39]3[CH2:40][C@@H:36]([CH:37]=[CH:38]3)[C@@H:35]2[C:41]([NH2:43])=[O:42])=[N:32][C:27]([NH:25][C:22]2[CH:23]=[CH:24][C:17]3[CH2:16][CH2:15][CH:14]([N:11]4[CH2:12][CH2:13][CH:8]([N:5]5[CH2:4][CH2:3][N:2]([CH3:1])[CH2:7][CH2:6]5)[CH2:9][CH2:10]4)[CH2:20][CH2:19][C:18]=3[CH:21]=2)=[N:28][CH:29]=1, predict the reactants needed to synthesize it. The reactants are: [CH3:1][N:2]1[CH2:7][CH2:6][N:5]([CH:8]2[CH2:13][CH2:12][N:11]([CH:14]3[CH2:20][CH2:19][C:18]4[CH:21]=[C:22]([NH2:25])[CH:23]=[CH:24][C:17]=4[CH2:16][CH2:15]3)[CH2:10][CH2:9]2)[CH2:4][CH2:3]1.Cl[C:27]1[N:32]=[C:31]([NH:33][C@@H:34]2[C@@H:39]3[CH2:40][C@@H:36]([CH:37]=[CH:38]3)[C@@H:35]2[C:41]([NH2:43])=[O:42])[C:30]([Cl:44])=[CH:29][N:28]=1. (9) Given the product [CH:1]1[C:10]2[C:5](=[CH:6][C:7]([C:11]3[O:15][N:14]=[C:13]([NH:16][C:36](=[O:37])[O:38][CH2:39][CH:40]=[CH2:41])[CH:12]=3)=[CH:8][CH:9]=2)[CH:4]=[CH:3][N:2]=1, predict the reactants needed to synthesize it. The reactants are: [CH:1]1[C:10]2[C:5](=[CH:6][C:7]([C:11]3[O:15][N:14]=[C:13]([NH2:16])[CH:12]=3)=[CH:8][CH:9]=2)[CH:4]=[CH:3][N:2]=1.[Li+].C[Si]([N-][Si](C)(C)C)(C)C.N1([C:36]([O:38][CH2:39][CH:40]=[CH2:41])=[O:37])C2C=CC=CC=2N=N1. (10) Given the product [NH2:3][CH:12]1[CH2:13][N:14]([C:16]([O:18][C:19]([CH3:22])([CH3:21])[CH3:20])=[O:17])[CH2:15]1, predict the reactants needed to synthesize it. The reactants are: O=C1C2C(=CC=CC=2)C(=O)[N:3]1[CH:12]1[CH2:15][N:14]([C:16]([O:18][C:19]([CH3:22])([CH3:21])[CH3:20])=[O:17])[CH2:13]1.